This data is from Peptide-MHC class I binding affinity with 185,985 pairs from IEDB/IMGT. The task is: Regression. Given a peptide amino acid sequence and an MHC pseudo amino acid sequence, predict their binding affinity value. This is MHC class I binding data. The peptide sequence is APATVCGPKL. The MHC is HLA-B07:02 with pseudo-sequence HLA-B07:02. The binding affinity (normalized) is 0.684.